From a dataset of Full USPTO retrosynthesis dataset with 1.9M reactions from patents (1976-2016). Predict the reactants needed to synthesize the given product. (1) Given the product [C:1]([O:5][C:6](=[O:31])[NH:7][C@@H:8]1[C@@H:13]([C:14]2[CH:19]=[C:18]([F:20])[C:17]([F:21])=[CH:16][C:15]=2[F:22])[CH2:12][CH2:11][N:10]([C:23]2[CH:28]=[CH:27][C:26]3[C:25]([N:24]=2)=[N:30][C:33]([CH3:36])=[CH:34][N:29]=3)[CH2:9]1)([CH3:4])([CH3:2])[CH3:3], predict the reactants needed to synthesize it. The reactants are: [C:1]([O:5][C:6](=[O:31])[NH:7][C@@H:8]1[C@@H:13]([C:14]2[CH:19]=[C:18]([F:20])[C:17]([F:21])=[CH:16][C:15]=2[F:22])[CH2:12][CH2:11][N:10]([C:23]2[CH:28]=[CH:27][C:26]([NH2:29])=[C:25]([NH2:30])[N:24]=2)[CH2:9]1)([CH3:4])([CH3:3])[CH3:2].O=[C:33]([CH3:36])[CH:34]=O.C(=O)(O)[O-]. (2) Given the product [Cl:8][C:6]1[N:5]=[C:4]([S:9][CH3:10])[N:3]=[C:2]([N:24]2[CH2:25][C@@H:20]3[CH2:26][C@H:23]2[CH2:22][O:21]3)[CH:7]=1, predict the reactants needed to synthesize it. The reactants are: Cl[C:2]1[CH:7]=[C:6]([Cl:8])[N:5]=[C:4]([S:9][CH3:10])[N:3]=1.CCN(C(C)C)C(C)C.[CH:20]12[CH2:26][CH:23]([NH:24][CH2:25]1)[CH2:22][O:21]2.O. (3) Given the product [F:28][C:29]1[CH:30]=[C:31]2[C:36](=[CH:37][CH:38]=1)[CH2:35][N:34]([CH2:16][C:14]1[S:15][C:10]3[C:9]([N:18]4[CH2:23][CH2:22][O:21][CH2:20][CH2:19]4)=[N:8][C:7]([N:6]4[C:5]5[CH:24]=[CH:25][CH:26]=[CH:27][C:4]=5[N:3]=[C:2]4[CH3:1])=[N:12][C:11]=3[CH:13]=1)[CH2:33][CH2:32]2, predict the reactants needed to synthesize it. The reactants are: [CH3:1][C:2]1[N:6]([C:7]2[N:8]=[C:9]([N:18]3[CH2:23][CH2:22][O:21][CH2:20][CH2:19]3)[C:10]3[S:15][C:14]([CH:16]=O)=[CH:13][C:11]=3[N:12]=2)[C:5]2[CH:24]=[CH:25][CH:26]=[CH:27][C:4]=2[N:3]=1.[F:28][C:29]1[CH:30]=[C:31]2[C:36](=[CH:37][CH:38]=1)[CH2:35][NH:34][CH2:33][CH2:32]2. (4) Given the product [CH3:25][O:24][C:22]1[CH:21]=[C:18]([CH:19]=[C:10]([C:3]2[C:2]([F:1])=[CH:7][C:6]([F:8])=[CH:5][C:4]=2[F:9])[C:11](=[O:13])[CH3:12])[CH:17]=[C:16]([O:15][CH3:14])[CH:23]=1, predict the reactants needed to synthesize it. The reactants are: [F:1][C:2]1[CH:7]=[C:6]([F:8])[CH:5]=[C:4]([F:9])[C:3]=1[CH2:10][C:11](=[O:13])[CH3:12].[CH3:14][O:15][C:16]1[CH:17]=[C:18]([CH:21]=[C:22]([O:24][CH3:25])[CH:23]=1)[CH:19]=O.N1CCCCC1.C(O)(=O)C. (5) Given the product [CH2:6]([O:9][C:10]([CH:12]1[CH2:17][CH2:16][CH:15]([CH:18]([NH:21][C:22]([O:24][C:25]([CH3:26])([CH3:28])[CH3:27])=[O:23])[C:1]([OH:4])=[O:3])[CH2:14][CH2:13]1)=[O:11])[CH2:7][CH3:8], predict the reactants needed to synthesize it. The reactants are: [C:1]([O-:4])([OH:3])=O.[Na+].[CH2:6]([O:9][C:10]([C@H:12]1[CH2:17][CH2:16][C@H:15]([CH:18]([NH:21][C:22]([O:24][C:25]([CH3:28])([CH3:27])[CH3:26])=[O:23])CO)[CH2:14][CH2:13]1)=[O:11])[CH2:7][CH3:8].[K+].[Br-].CC1(C)N([O])C(C)(C)CCC1. (6) Given the product [CH3:1][C:2]1[C:7]([CH2:8][C:9]2[CH:14]=[CH:13][CH:12]=[CH:11][CH:10]=2)=[C:6]([CH3:15])[NH:5][C:4](=[O:16])[C:3]=1[Br:17], predict the reactants needed to synthesize it. The reactants are: [CH3:1][C:2]1[C:7]([CH2:8][C:9]2[CH:14]=[CH:13][CH:12]=[CH:11][CH:10]=2)=[C:6]([CH3:15])[NH:5][C:4](=[O:16])[CH:3]=1.[Br:17]Br.N#N. (7) Given the product [CH2:1]([O:3][C:4](=[O:15])[CH:5]([C:9]1[CH:14]=[CH:13][CH:12]=[CH:11][CH:10]=1)[C:6]([OH:8])=[O:7])[CH3:2].[CH2:1]([O:3][C:4](=[O:15])[CH:5]([C:9]1[CH:14]=[CH:13][CH:12]=[CH:11][CH:10]=1)[C:6]([N:30]([CH2:29][C:26]1[CH:27]=[N:28][C:23]([Cl:22])=[CH:24][CH:25]=1)[C:31]1[CH:36]=[CH:35][CH:34]=[CH:33][N:32]=1)=[O:8])[CH3:2], predict the reactants needed to synthesize it. The reactants are: [CH2:1]([O:3][C:4](=[O:15])[CH:5]([C:9]1[CH:14]=[CH:13][CH:12]=[CH:11][CH:10]=1)[C:6]([OH:8])=[O:7])[CH3:2].C(Cl)(=O)C(Cl)=O.[Cl:22][C:23]1[N:28]=[CH:27][C:26]([CH2:29][NH:30][C:31]2[CH:36]=[CH:35][CH:34]=[CH:33][N:32]=2)=[CH:25][CH:24]=1.C(N(CC)CC)C. (8) Given the product [Cl:1][C:2]1[C:3](=[O:32])[N:4]([C:21]2[CH:26]=[C:25]([C:27]3[CH:28]=[CH:29][N:38]=[C:36]([C:35]([OH:34])([CH3:40])[CH3:39])[N:37]=3)[CH:24]=[CH:23][C:22]=2[CH3:31])[C:5]([CH3:20])=[N:6][C:7]=1[O:8][CH2:9][C:10]1[CH:15]=[CH:14][CH:13]=[C:12]([C:16]([F:19])([F:18])[F:17])[N:11]=1, predict the reactants needed to synthesize it. The reactants are: [Cl:1][C:2]1[C:3](=[O:32])[N:4]([C:21]2[CH:26]=[C:25]([C:27](=O)[C:28]#[CH:29])[CH:24]=[CH:23][C:22]=2[CH3:31])[C:5]([CH3:20])=[N:6][C:7]=1[O:8][CH2:9][C:10]1[CH:15]=[CH:14][CH:13]=[C:12]([C:16]([F:19])([F:18])[F:17])[N:11]=1.Cl.[OH:34][C:35]([CH3:40])([CH3:39])[C:36]([NH2:38])=[NH:37].C(=O)([O-])[O-].[K+].[K+]. (9) Given the product [Br:8][C:5]1[CH:6]=[CH:7][C:2]([O:1][CH2:11][C:12]2[CH:17]=[CH:16][CH:15]=[CH:14][CH:13]=2)=[N:3][CH:4]=1, predict the reactants needed to synthesize it. The reactants are: [OH:1][C:2]1[CH:7]=[CH:6][C:5]([Br:8])=[CH:4][N:3]=1.[H-].[Na+].[CH2:11](Br)[C:12]1[CH:17]=[CH:16][CH:15]=[CH:14][CH:13]=1.O.